Dataset: Catalyst prediction with 721,799 reactions and 888 catalyst types from USPTO. Task: Predict which catalyst facilitates the given reaction. (1) Reactant: [CH3:1][C:2]1[C:11]([CH3:12])=[CH:10][C:5]2[N:6]=[C:7]([SH:9])[NH:8][C:4]=2[CH:3]=1.C(N(CC)CC)C.Br[CH2:21][C:22]1[CH:29]=[CH:28][CH:27]=[CH:26][C:23]=1[C:24]#[N:25].O. Product: [CH3:12][C:11]1[C:2]([CH3:1])=[CH:3][C:4]2[N:8]=[C:7]([S:9][CH2:21][C:22]3[CH:29]=[CH:28][CH:27]=[CH:26][C:23]=3[C:24]#[N:25])[NH:6][C:5]=2[CH:10]=1. The catalyst class is: 9. (2) Reactant: [C:1]([N:4]1[C:13]2[C:8](=[CH:9][C:10]([C:14]3[CH:23]=[CH:22][C:17]([C:18]([O:20]C)=[O:19])=[CH:16][CH:15]=3)=[CH:11][CH:12]=2)[C@H:7]([NH:24][C:25]([O:27][CH:28]([CH3:30])[CH3:29])=[O:26])[CH2:6][C@@H:5]1[CH3:31])(=[O:3])[CH3:2].[OH-].[Na+]. Product: [C:1]([N:4]1[C:13]2[C:8](=[CH:9][C:10]([C:14]3[CH:23]=[CH:22][C:17]([C:18]([OH:20])=[O:19])=[CH:16][CH:15]=3)=[CH:11][CH:12]=2)[C@H:7]([NH:24][C:25]([O:27][CH:28]([CH3:30])[CH3:29])=[O:26])[CH2:6][C@@H:5]1[CH3:31])(=[O:3])[CH3:2]. The catalyst class is: 8. (3) Reactant: [C:1]([O:7][CH2:8][CH3:9])(=[O:6])/[C:2](=[CH:4]/[CH3:5])/[CH3:3].[C:10]([OH:13])(=[S:12])[CH3:11].C1(C)C=CC(S(O)(=O)=O)=CC=1.C(=O)(O)[O-].[Na+]. Product: [C:10]([S:12][CH:4]([CH3:5])[CH:2]([CH3:3])[C:1]([O:7][CH2:8][CH3:9])=[O:6])(=[O:13])[CH3:11]. The catalyst class is: 27. (4) Reactant: [CH2:1]([O:3][C:4](=[O:24])[CH2:5][C:6]1[CH:11]=[CH:10][C:9]([O:12][CH3:13])=[C:8]([O:14][C:15]2[CH:20]=[CH:19][C:18]([Cl:21])=[CH:17][C:16]=2[CH:22]=[O:23])[CH:7]=1)[CH3:2].[BH4-].[Na+]. Product: [CH2:1]([O:3][C:4](=[O:24])[CH2:5][C:6]1[CH:11]=[CH:10][C:9]([O:12][CH3:13])=[C:8]([O:14][C:15]2[CH:20]=[CH:19][C:18]([Cl:21])=[CH:17][C:16]=2[CH2:22][OH:23])[CH:7]=1)[CH3:2]. The catalyst class is: 5.